Dataset: NCI-60 drug combinations with 297,098 pairs across 59 cell lines. Task: Regression. Given two drug SMILES strings and cell line genomic features, predict the synergy score measuring deviation from expected non-interaction effect. (1) Drug 1: CC12CCC(CC1=CCC3C2CCC4(C3CC=C4C5=CN=CC=C5)C)O. Drug 2: CC1CCCC2(C(O2)CC(NC(=O)CC(C(C(=O)C(C1O)C)(C)C)O)C(=CC3=CSC(=N3)C)C)C. Cell line: NCI-H460. Synergy scores: CSS=-5.50, Synergy_ZIP=0.223, Synergy_Bliss=-3.30, Synergy_Loewe=-7.63, Synergy_HSA=-5.99. (2) Drug 1: CC12CCC(CC1=CCC3C2CCC4(C3CC=C4C5=CN=CC=C5)C)O. Drug 2: COC1=CC(=CC(=C1O)OC)C2C3C(COC3=O)C(C4=CC5=C(C=C24)OCO5)OC6C(C(C7C(O6)COC(O7)C8=CC=CS8)O)O. Cell line: SW-620. Synergy scores: CSS=35.9, Synergy_ZIP=-1.54, Synergy_Bliss=-0.581, Synergy_Loewe=-11.6, Synergy_HSA=-0.945. (3) Drug 1: C1CC(=O)NC(=O)C1N2CC3=C(C2=O)C=CC=C3N. Drug 2: C1CN(CCN1C(=O)CCBr)C(=O)CCBr. Cell line: HCC-2998. Synergy scores: CSS=4.16, Synergy_ZIP=-3.70, Synergy_Bliss=-1.57, Synergy_Loewe=-10.6, Synergy_HSA=-1.31. (4) Drug 1: CC12CCC3C(C1CCC2=O)CC(=C)C4=CC(=O)C=CC34C. Drug 2: CC1=C2C(C(=O)C3(C(CC4C(C3C(C(C2(C)C)(CC1OC(=O)C(C(C5=CC=CC=C5)NC(=O)OC(C)(C)C)O)O)OC(=O)C6=CC=CC=C6)(CO4)OC(=O)C)O)C)O. Cell line: HOP-92. Synergy scores: CSS=54.4, Synergy_ZIP=-2.75, Synergy_Bliss=0.240, Synergy_Loewe=-8.16, Synergy_HSA=1.64. (5) Drug 1: CC1OCC2C(O1)C(C(C(O2)OC3C4COC(=O)C4C(C5=CC6=C(C=C35)OCO6)C7=CC(=C(C(=C7)OC)O)OC)O)O. Drug 2: CCC1(CC2CC(C3=C(CCN(C2)C1)C4=CC=CC=C4N3)(C5=C(C=C6C(=C5)C78CCN9C7C(C=CC9)(C(C(C8N6C)(C(=O)OC)O)OC(=O)C)CC)OC)C(=O)OC)O.OS(=O)(=O)O. Cell line: OVCAR-8. Synergy scores: CSS=43.6, Synergy_ZIP=1.09, Synergy_Bliss=2.01, Synergy_Loewe=-7.87, Synergy_HSA=4.48. (6) Drug 1: CN1CCC(CC1)COC2=C(C=C3C(=C2)N=CN=C3NC4=C(C=C(C=C4)Br)F)OC. Drug 2: C(CN)CNCCSP(=O)(O)O. Cell line: SNB-75. Synergy scores: CSS=4.21, Synergy_ZIP=-3.30, Synergy_Bliss=-2.97, Synergy_Loewe=-5.40, Synergy_HSA=-2.68. (7) Drug 1: CC1OCC2C(O1)C(C(C(O2)OC3C4COC(=O)C4C(C5=CC6=C(C=C35)OCO6)C7=CC(=C(C(=C7)OC)O)OC)O)O. Drug 2: C1=CC(=CC=C1CC(C(=O)O)N)N(CCCl)CCCl.Cl. Cell line: MOLT-4. Synergy scores: CSS=89.5, Synergy_ZIP=5.98, Synergy_Bliss=5.74, Synergy_Loewe=1.25, Synergy_HSA=7.52. (8) Drug 1: CN(C)C1=NC(=NC(=N1)N(C)C)N(C)C. Drug 2: C1CC(C1)(C(=O)O)C(=O)O.[NH2-].[NH2-].[Pt+2]. Cell line: HS 578T. Synergy scores: CSS=7.82, Synergy_ZIP=-4.96, Synergy_Bliss=0.873, Synergy_Loewe=-14.9, Synergy_HSA=-5.37. (9) Drug 1: CCCCCOC(=O)NC1=NC(=O)N(C=C1F)C2C(C(C(O2)C)O)O. Drug 2: C1=CC=C(C=C1)NC(=O)CCCCCCC(=O)NO. Cell line: NCI-H522. Synergy scores: CSS=5.69, Synergy_ZIP=-4.82, Synergy_Bliss=-1.16, Synergy_Loewe=-21.7, Synergy_HSA=-2.84.